From a dataset of TCR-epitope binding with 47,182 pairs between 192 epitopes and 23,139 TCRs. Binary Classification. Given a T-cell receptor sequence (or CDR3 region) and an epitope sequence, predict whether binding occurs between them. (1) The epitope is SGPLKAEIAQRLED. The TCR CDR3 sequence is CASSLGLGANEQFF. Result: 0 (the TCR does not bind to the epitope). (2) The epitope is SQASSRSSSR. The TCR CDR3 sequence is CSVAQGNEQFF. Result: 1 (the TCR binds to the epitope). (3) The epitope is FIAGLIAIV. The TCR CDR3 sequence is CASSLGLAGAYEQYF. Result: 1 (the TCR binds to the epitope). (4) The epitope is LLDFVRFMGV. The TCR CDR3 sequence is CASSEIDRQYF. Result: 0 (the TCR does not bind to the epitope).